Dataset: CYP1A2 inhibition data for predicting drug metabolism from PubChem BioAssay. Task: Regression/Classification. Given a drug SMILES string, predict its absorption, distribution, metabolism, or excretion properties. Task type varies by dataset: regression for continuous measurements (e.g., permeability, clearance, half-life) or binary classification for categorical outcomes (e.g., BBB penetration, CYP inhibition). Dataset: cyp1a2_veith. (1) The compound is CCOC(=O)C(=Cc1ccc(F)cc1)C(=O)OCC. The result is 1 (inhibitor). (2) The compound is C[C@H](CCC(=O)O)[C@H]1CC[C@@H]2[C@H]3CC[C@H]4C[C@@H](O)CC[C@@]4(C)[C@H]3CC[C@]21C. The result is 0 (non-inhibitor). (3) The molecule is CCn1cc(C(=O)NCC2CCCO2)c(=O)c2cc(F)c(N3CCN(C)CC3)cc21. The result is 0 (non-inhibitor). (4) The molecule is N#C[C@@H](N=Nc1ccccc1C(=O)O)C(N)=O. The result is 0 (non-inhibitor). (5) The drug is COCCn1c(=O)c(-c2ccc(OC)cc2)nc2cnc(Oc3ccc(OC)cc3)nc21. The result is 1 (inhibitor). (6) The compound is Cc1cc2ccccc2n1CCNC(=O)c1ccccc1. The result is 1 (inhibitor). (7) The compound is Nc1nonc1-c1nc2ccccc2n1Cc1ccc(F)cc1Cl. The result is 1 (inhibitor).